Dataset: NCI-60 drug combinations with 297,098 pairs across 59 cell lines. Task: Regression. Given two drug SMILES strings and cell line genomic features, predict the synergy score measuring deviation from expected non-interaction effect. (1) Drug 1: CC1=C(C=C(C=C1)NC2=NC=CC(=N2)N(C)C3=CC4=NN(C(=C4C=C3)C)C)S(=O)(=O)N.Cl. Drug 2: COC1=C2C(=CC3=C1OC=C3)C=CC(=O)O2. Cell line: SF-295. Synergy scores: CSS=2.11, Synergy_ZIP=-1.56, Synergy_Bliss=-1.01, Synergy_Loewe=-0.588, Synergy_HSA=-0.552. (2) Drug 1: CCCS(=O)(=O)NC1=C(C(=C(C=C1)F)C(=O)C2=CNC3=C2C=C(C=N3)C4=CC=C(C=C4)Cl)F. Drug 2: CCC(=C(C1=CC=CC=C1)C2=CC=C(C=C2)OCCN(C)C)C3=CC=CC=C3.C(C(=O)O)C(CC(=O)O)(C(=O)O)O. Cell line: OVCAR-4. Synergy scores: CSS=0.160, Synergy_ZIP=1.75, Synergy_Bliss=2.17, Synergy_Loewe=-1.08, Synergy_HSA=-0.289.